Dataset: Catalyst prediction with 721,799 reactions and 888 catalyst types from USPTO. Task: Predict which catalyst facilitates the given reaction. (1) Reactant: [CH2:1]([O:8][C@H:9]1[C@H:15]([O:16][CH2:17][C:18]2[CH:23]=[CH:22][CH:21]=[CH:20][CH:19]=2)[C@@H:14]([O:24][CH2:25][C:26]2[CH:31]=[CH:30][CH:29]=[CH:28][CH:27]=2)[C@:13]2([C:33]3[CH:38]=[CH:37][C:36]([Cl:39])=[C:35]([CH2:40][C:41]4[CH:46]=[CH:45][C:44]([O:47][CH2:48][C:49]([F:52])([F:51])[F:50])=[CH:43][CH:42]=4)[CH:34]=3)[O:32][C@@:10]1([CH2:53][OH:54])[CH2:11][O:12]2)[C:2]1[CH:7]=[CH:6][CH:5]=[CH:4][CH:3]=1.I(C1C=CC=CC=1C(O)=O)(=O)=O. Product: [CH2:1]([O:8][C@H:9]1[C@H:15]([O:16][CH2:17][C:18]2[CH:23]=[CH:22][CH:21]=[CH:20][CH:19]=2)[C@@H:14]([O:24][CH2:25][C:26]2[CH:31]=[CH:30][CH:29]=[CH:28][CH:27]=2)[C@:13]2([C:33]3[CH:38]=[CH:37][C:36]([Cl:39])=[C:35]([CH2:40][C:41]4[CH:42]=[CH:43][C:44]([O:47][CH2:48][C:49]([F:52])([F:51])[F:50])=[CH:45][CH:46]=4)[CH:34]=3)[O:32][C@@:10]1([CH:53]=[O:54])[CH2:11][O:12]2)[C:2]1[CH:3]=[CH:4][CH:5]=[CH:6][CH:7]=1. The catalyst class is: 4. (2) Reactant: [N:1]([C:4]1[CH:11]=[CH:10][C:7]([C:8]#[N:9])=[C:6]([C:12]([F:15])([F:14])[F:13])[CH:5]=1)=[C:2]=[S:3].[CH3:16][O:17][C:18](=[O:31])[C:19]1[CH:24]=[CH:23][C:22]([NH:25][C:26]([C:29]#N)([CH3:28])[CH3:27])=[CH:21][CH:20]=1.C[OH:33].Cl. Product: [CH3:16][O:17][C:18](=[O:31])[C:19]1[CH:24]=[CH:23][C:22]([N:25]2[C:26]([CH3:27])([CH3:28])[C:29](=[O:33])[N:1]([C:4]3[CH:11]=[CH:10][C:7]([C:8]#[N:9])=[C:6]([C:12]([F:13])([F:15])[F:14])[CH:5]=3)[C:2]2=[S:3])=[CH:21][CH:20]=1. The catalyst class is: 18. (3) Reactant: [Br:1]N1C(=O)CCC1=O.[C:9]([C:13]1[CH:26]=[CH:25][CH:24]=[CH:23][C:14]=1[O:15][C:16]1[C:21]([NH2:22])=[CH:20][CH:19]=[CH:18][N:17]=1)([CH3:12])([CH3:11])[CH3:10]. Product: [Br:1][C:18]1[N:17]=[C:16]([O:15][C:14]2[CH:23]=[CH:24][CH:25]=[CH:26][C:13]=2[C:9]([CH3:12])([CH3:10])[CH3:11])[C:21]([NH2:22])=[CH:20][CH:19]=1. The catalyst class is: 18.